Dataset: Catalyst prediction with 721,799 reactions and 888 catalyst types from USPTO. Task: Predict which catalyst facilitates the given reaction. Reactant: [NH:1]1[CH2:5][CH2:4][N:3]=[C:2]1[CH2:6][N:7]1[C:15]2[C:10](=[CH:11][C:12]([N+:16]([O-])=O)=[CH:13][CH:14]=2)[C:9]([S:19]([CH3:22])(=[O:21])=[O:20])=[CH:8]1. Product: [NH:3]1[CH2:4][CH2:5][N:1]=[C:2]1[CH2:6][N:7]1[C:15]2[C:10](=[CH:11][C:12]([NH2:16])=[CH:13][CH:14]=2)[C:9]([S:19]([CH3:22])(=[O:21])=[O:20])=[CH:8]1. The catalyst class is: 10.